Predict the product of the given reaction. From a dataset of Forward reaction prediction with 1.9M reactions from USPTO patents (1976-2016). Given the reactants Cl.Cl.[NH2:3][C@H:4]([C:17]1[CH:22]=[CH:21][CH:20]=[CH:19][CH:18]=1)[CH2:5][CH2:6][NH:7][C:8]1([C:13](OC)=[O:14])[CH2:12][CH2:11][CH2:10][CH2:9]1.Cl.C1C=NC2N(O)N=NC=2C=1.CCN=C=NCCCN(C)C, predict the reaction product. The product is: [NH4+:3].[OH-:14].[C:17]1([C@H:4]2[NH:3][C:13](=[O:14])[C:8]3([CH2:12][CH2:11][CH2:10][CH2:9]3)[NH:7][CH2:6][CH2:5]2)[CH:22]=[CH:21][CH:20]=[CH:19][CH:18]=1.